From a dataset of Full USPTO retrosynthesis dataset with 1.9M reactions from patents (1976-2016). Predict the reactants needed to synthesize the given product. (1) The reactants are: [NH:1]1[C:9]2[C:4](=[CH:5][CH:6]=[CH:7][CH:8]=2)[C:3]([CH2:10][CH:11]2[CH2:16][CH2:15][N:14]([C:17]([O:19][C:20]([CH3:23])([CH3:22])[CH3:21])=[O:18])[CH2:13][CH2:12]2)=[CH:2]1.[H-].[Na+].Br[CH2:27][C:28]([NH2:30])=[O:29]. Given the product [NH2:30][C:28](=[O:29])[CH2:27][N:1]1[C:9]2[C:4](=[CH:5][CH:6]=[CH:7][CH:8]=2)[C:3]([CH2:10][CH:11]2[CH2:12][CH2:13][N:14]([C:17]([O:19][C:20]([CH3:23])([CH3:22])[CH3:21])=[O:18])[CH2:15][CH2:16]2)=[CH:2]1, predict the reactants needed to synthesize it. (2) Given the product [Cl:26][C:27]1[CH:28]=[C:29]([CH:30]=[CH:31][CH:32]=1)[C:33]([NH:35][C:36]([NH:20][C:19]1[CH:21]=[CH:22][C:16]([O:15][C:6]2[C:5]3[C:10](=[CH:11][C:12]([O:13][CH3:14])=[C:3]([O:2][CH3:1])[CH:4]=3)[N:9]=[CH:8][N:7]=2)=[CH:17][CH:18]=1)=[S:37])=[O:34], predict the reactants needed to synthesize it. The reactants are: [CH3:1][O:2][C:3]1[CH:4]=[C:5]2[C:10](=[CH:11][C:12]=1[O:13][CH3:14])[N:9]=[CH:8][N:7]=[C:6]2[O:15][C:16]1[CH:22]=[CH:21][C:19]([NH2:20])=[CH:18][CH:17]=1.C(O)C.[Cl:26][C:27]1[CH:28]=[C:29]([C:33]([N:35]=[C:36]=[S:37])=[O:34])[CH:30]=[CH:31][CH:32]=1. (3) Given the product [CH3:3][C:4]1[CH:5]=[N:6][N:7]([C:10]2([C:11]([O:13][C:14]([CH3:17])([CH3:16])[CH3:15])=[O:12])[CH2:19][CH2:18]2)[CH:8]=1, predict the reactants needed to synthesize it. The reactants are: [H-].[Na+].[CH3:3][C:4]1[CH:5]=[N:6][NH:7][CH:8]=1.Br[CH:10]([CH2:18][CH2:19]Br)[C:11]([O:13][C:14]([CH3:17])([CH3:16])[CH3:15])=[O:12]. (4) Given the product [Br:14][C:15]1[C:16]([Cl:22])=[C:17]([O:11][CH:10]2[CH2:9][CH2:8][N:7]([CH3:12])[CH2:6][C:5]3[O:13][C:2]([CH3:1])=[CH:3][C:4]2=3)[CH:18]=[CH:19][CH:20]=1, predict the reactants needed to synthesize it. The reactants are: [CH3:1][C:2]1[O:13][C:5]2[CH2:6][N:7]([CH3:12])[CH2:8][CH2:9][CH:10]([OH:11])[C:4]=2[CH:3]=1.[Br:14][C:15]1[C:16]([Cl:22])=[C:17](F)[CH:18]=[CH:19][CH:20]=1.